From a dataset of Catalyst prediction with 721,799 reactions and 888 catalyst types from USPTO. Predict which catalyst facilitates the given reaction. (1) Reactant: [NH2:1][C:2]1[C:3]2[CH:16]=[C:15]([CH:17]([OH:20])CO)[S:14][C:4]=2[N:5]=[C:6]([C:8]2[S:9][CH:10]=[C:11]([CH3:13])[N:12]=2)[N:7]=1.C([O-])(O)=O.[Na+]. Product: [NH2:1][C:2]1[C:3]2[CH:16]=[C:15]([CH:17]=[O:20])[S:14][C:4]=2[N:5]=[C:6]([C:8]2[S:9][CH:10]=[C:11]([CH3:13])[N:12]=2)[N:7]=1. The catalyst class is: 1. (2) Reactant: [Cl:1][C:2]1[CH:3]=[C:4]([N:9]2[CH2:14][CH2:13][O:12][CH2:11][CH2:10]2)[CH:5]=[C:6]([Cl:8])[CH:7]=1.[Li]C(CC)C.CN([CH:23]=[O:24])C. Product: [Cl:1][C:2]1[CH:3]=[C:4]([N:9]2[CH2:14][CH2:13][O:12][CH2:11][CH2:10]2)[CH:5]=[C:6]([Cl:8])[C:7]=1[CH:23]=[O:24]. The catalyst class is: 1. (3) Reactant: [OH:1][CH:2]([C:31]1[CH:36]=[CH:35][CH:34]=[CH:33][C:32]=1[CH2:37]O)[C:3]1[N:4]=[CH:5][N:6](C(C2C=CC=CC=2)(C2C=CC=CC=2)C2C=CC=CC=2)[C:7]=1[C:8]([O:10][CH3:11])=[O:9].[C:39](Br)(Br)(Br)Br.C1(P(C2C=CC=CC=2)C2C=CC=CC=2)C=CC=CC=1. Product: [CH3:39][O:1][CH:2]1[C:31]2[CH:36]=[CH:35][CH:34]=[CH:33][C:32]=2[CH2:37][N:4]2[CH:5]=[N:6][C:7]([C:8]([O:10][CH3:11])=[O:9])=[C:3]12. The catalyst class is: 22. (4) The catalyst class is: 4. Reactant: [CH2:1]([N:8]1[CH2:13][CH2:12][C:11]2([C:21]3[C:16](=[N:17][CH:18]=[CH:19][CH:20]=3)[C:15](=[O:22])[O:14]2)[CH2:10][CH2:9]1)[C:2]1[CH:7]=[CH:6][CH:5]=[CH:4][CH:3]=1.[H-].C([Al+]CC(C)C)C(C)C.N1C=CC=CC=1.[C:39](OC(=O)C)(=[O:41])[CH3:40]. Product: [C:39]([O:22][CH:15]1[C:16]2=[N:17][CH:18]=[CH:19][CH:20]=[C:21]2[C:11]2([CH2:12][CH2:13][N:8]([CH2:1][C:2]3[CH:7]=[CH:6][CH:5]=[CH:4][CH:3]=3)[CH2:9][CH2:10]2)[O:14]1)(=[O:41])[CH3:40]. (5) Reactant: [Br:1][C:2]1[CH:3]=[CH:4][C:5]([N+:19]([O-:21])=[O:20])=[C:6]([CH2:8][CH:9]([C:11]2[C:16]([F:17])=[CH:15][CH:14]=[CH:13][C:12]=2[Cl:18])[OH:10])[CH:7]=1.CC(OI1(OC(C)=O)(OC(C)=O)OC(=O)C2C=CC=CC1=2)=O. Product: [Br:1][C:2]1[CH:3]=[CH:4][C:5]([N+:19]([O-:21])=[O:20])=[C:6]([CH2:8][C:9]([C:11]2[C:16]([F:17])=[CH:15][CH:14]=[CH:13][C:12]=2[Cl:18])=[O:10])[CH:7]=1. The catalyst class is: 4. (6) Reactant: [CH3:1][C:2]12[CH:10]([OH:11])[O:9][CH2:8][CH:7]1[CH:6]1[CH2:12][CH:3]2[CH2:4][CH2:5]1.[C:13](OC(=O)C)(=[O:15])[CH3:14]. Product: [C:13]([O:11][CH:10]1[O:9][CH2:8][CH:7]2[C:2]1([CH3:1])[CH:3]1[CH2:12][CH:6]2[CH2:5][CH2:4]1)(=[O:15])[CH3:14]. The catalyst class is: 17. (7) Product: [NH+:1]1([O-:18])[C:5]2=[N:6][CH:7]=[CH:8][CH:9]=[C:4]2[CH:3]=[CH:2]1. Reactant: [NH:1]1[C:5]2=[N:6][CH:7]=[CH:8][CH:9]=[C:4]2[CH:3]=[CH:2]1.C1C=C(Cl)C=C(C(OO)=[O:18])C=1. The catalyst class is: 13. (8) Reactant: N1C=CC=CC=1.[Br:7][C:8]1[CH:13]=[CH:12][C:11](/[C:14](/[CH3:18])=[CH:15]/[CH2:16]O)=[CH:10][CH:9]=1.S(Cl)([Cl:21])=O.C(=O)(O)[O-].[Na+].BrCl. Product: [Br:7][C:8]1[CH:13]=[CH:12][C:11](/[C:14](/[CH3:18])=[CH:15]/[CH2:16][Cl:21])=[CH:10][CH:9]=1. The catalyst class is: 85. (9) Reactant: C[O:2][C:3]([C:5]1[CH:6]=[C:7]2[CH:13]=[CH:12][NH:11][C:8]2=[N:9][CH:10]=1)=O.[H-].[Al+3].[Li+].[H-].[H-].[H-]. Product: [NH:11]1[C:8]2=[N:9][CH:10]=[C:5]([CH2:3][OH:2])[CH:6]=[C:7]2[CH:13]=[CH:12]1. The catalyst class is: 1.